Dataset: Reaction yield outcomes from USPTO patents with 853,638 reactions. Task: Predict the reaction yield, written as a fraction of the theoretical maximum amount of product (1.0 means a 100% yield; for example, 0.34 means a 34% yield). (1) The reactants are [CH3:1][C:2]1[N:3]=[C:4]([N:12]2[CH2:16][CH2:15][NH:14][C:13]2=[O:17])[S:5][C:6]=1[C:7]([O:9][CH2:10][CH3:11])=[O:8].C(=O)([O-])[O-].[K+].[K+].Br[CH2:25][CH:26]1[CH2:28][C:27]1([F:30])[F:29]. The catalyst is O1CCOCC1. The product is [F:29][C:27]1([F:30])[CH2:28][CH:26]1[CH2:25][N:14]1[CH2:15][CH2:16][N:12]([C:4]2[S:5][C:6]([C:7]([O:9][CH2:10][CH3:11])=[O:8])=[C:2]([CH3:1])[N:3]=2)[C:13]1=[O:17]. The yield is 0.540. (2) The reactants are [NH:1]1[C:5]2[CH:6]=[CH:7][CH:8]=[CH:9][C:4]=2[N:3]=[N:2]1.I[CH2:11][CH:12]([CH3:14])[CH3:13].C(=O)([O-])[O-].[K+].[K+]. The catalyst is CN(C)C=O. The product is [CH2:11]([N:2]1[N:3]=[C:4]2[CH:9]=[CH:8][CH:7]=[CH:6][C:5]2=[N:1]1)[CH:12]([CH3:14])[CH3:13]. The yield is 0.500. (3) The reactants are [CH3:1][O:2][CH:3]1[O:9][C@H:8]([CH2:10]O)[C@@H:6]([OH:7])[C@H:4]1[OH:5].C(N(CC)CC)C.S(Cl)([Cl:21])=O. The catalyst is C(#N)C. The product is [CH3:1][O:2][CH:3]1[O:9][C@H:8]([CH2:10][Cl:21])[C@@H:6]([OH:7])[C@H:4]1[OH:5]. The yield is 0.890.